Task: Predict which catalyst facilitates the given reaction.. Dataset: Catalyst prediction with 721,799 reactions and 888 catalyst types from USPTO (1) Reactant: C([O:8][C:9]1[CH:14]=[C:13]([O:15]CC2C=CC=CC=2)[C:12]([C:23]2[CH:28]=[CH:27][CH:26]=[C:25]([C:29]([F:32])([F:31])[F:30])[CH:24]=2)=[CH:11][C:10]=1[C:33]1[N:37]([CH2:38][CH2:39][CH2:40][O:41][CH3:42])[N:36]=[N:35][N:34]=1)C1C=CC=CC=1.[H][H]. Product: [CH3:42][O:41][CH2:40][CH2:39][CH2:38][N:37]1[C:33]([C:10]2[CH:11]=[C:12]([C:23]3[CH:28]=[CH:27][CH:26]=[C:25]([C:29]([F:32])([F:31])[F:30])[CH:24]=3)[C:13]([OH:15])=[CH:14][C:9]=2[OH:8])=[N:34][N:35]=[N:36]1. The catalyst class is: 19. (2) The catalyst class is: 28. Reactant: [CH3:1][C:2]([CH3:12])=[CH:3][C:4]([C:6]1[CH:7]=[N:8][CH:9]=[CH:10][CH:11]=1)=[O:5].[N+:13]([CH3:16])([O-:15])=[O:14].C1CCN2C(=NCCC2)CC1.Cl. Product: [CH3:1][C:2]([CH3:12])([CH2:16][N+:13]([O-:15])=[O:14])[CH2:3][C:4]([C:6]1[CH:7]=[N:8][CH:9]=[CH:10][CH:11]=1)=[O:5]. (3) Reactant: Cl.[F:2][C:3]1[CH:4]=[C:5]2[C:10](=[CH:11][CH:12]=1)[N:9]=[CH:8][CH:7]=[C:6]2[N:13]1[CH2:18][CH2:17][NH:16][CH2:15][CH2:14]1.CCN(C(C)C)C(C)C.[N:28]([C:31]1[CH:36]=[CH:35][C:34]([C:37]2[CH:42]=[CH:41][CH:40]=[CH:39][CH:38]=2)=[CH:33][CH:32]=1)=[C:29]=[O:30]. Product: [C:34]1([C:37]2[CH:38]=[CH:39][CH:40]=[CH:41][CH:42]=2)[CH:33]=[CH:32][C:31]([NH:28][C:29]([N:16]2[CH2:15][CH2:14][N:13]([C:6]3[C:5]4[C:10](=[CH:11][CH:12]=[C:3]([F:2])[CH:4]=4)[N:9]=[CH:8][CH:7]=3)[CH2:18][CH2:17]2)=[O:30])=[CH:36][CH:35]=1. The catalyst class is: 3. (4) Reactant: [C:1]([C:4]1[CH:9]=[CH:8][C:7]([CH2:10][C:11]([OH:13])=[O:12])=[C:6]([Cl:14])[CH:5]=1)(=[O:3])[CH3:2].C(N(CC)CC)C.[N+:22]([C:25]1[CH:32]=[CH:31][C:28]([CH2:29]Br)=[CH:27][CH:26]=1)([O-:24])=[O:23]. Product: [C:1]([C:4]1[CH:9]=[CH:8][C:7]([CH2:10][C:11]([O:13][CH2:29][C:28]2[CH:31]=[CH:32][C:25]([N+:22]([O-:24])=[O:23])=[CH:26][CH:27]=2)=[O:12])=[C:6]([Cl:14])[CH:5]=1)(=[O:3])[CH3:2]. The catalyst class is: 3. (5) Reactant: [CH3:1][C:2]12[C:15]3([CH3:16])[N:6]4C(CO)C[N:9]3[CH2:10][CH2:11][N:12]1[CH2:13][CH2:14][N:3]2[CH2:4][CH2:5]4.Cl. Product: [CH3:16][C:15]12[C:2]3([CH3:1])[N:3]([CH2:14][CH2:13][N:12]3[CH2:11][CH2:10][NH:9]1)[CH2:4][CH2:5][NH:6]2. The catalyst class is: 8. (6) Reactant: [F:1][C:2]1[C:10]([O:11][CH3:12])=[CH:9][CH:8]=[CH:7][C:3]=1[C:4](O)=[O:5].[H-].[H-].[H-].[H-].[Li+].[Al+3]. Product: [F:1][C:2]1[C:10]([O:11][CH3:12])=[CH:9][CH:8]=[CH:7][C:3]=1[CH2:4][OH:5]. The catalyst class is: 27. (7) Reactant: C([O:3][C:4](=[O:23])[C:5]([O:15][C:16]1[CH:17]=[C:18]([CH3:22])[CH:19]=[CH:20][CH:21]=1)([CH3:14])[CH2:6][C:7]1[CH:12]=[CH:11][C:10]([OH:13])=[CH:9][CH:8]=1)C.[C:24]1([C:49]2[CH:54]=[CH:53][CH:52]=[CH:51][CH:50]=2)[CH:29]=[CH:28][CH:27]=[C:26]([C:30]2[O:31][C:32]([CH3:48])=[C:33]([CH2:35][CH2:36]OS(C3C=CC(C)=CC=3)(=O)=O)[N:34]=2)[CH:25]=1.C([O-])([O-])=O.[K+].[K+].[OH-].[Na+]. Product: [C:24]1([C:49]2[CH:50]=[CH:51][CH:52]=[CH:53][CH:54]=2)[CH:29]=[CH:28][CH:27]=[C:26]([C:30]2[O:31][C:32]([CH3:48])=[C:33]([CH2:35][CH2:36][O:13][C:10]3[CH:11]=[CH:12][C:7]([CH2:6][C:5]([CH3:14])([O:15][C:16]4[CH:17]=[C:18]([CH3:22])[CH:19]=[CH:20][CH:21]=4)[C:4]([OH:3])=[O:23])=[CH:8][CH:9]=3)[N:34]=2)[CH:25]=1. The catalyst class is: 8.